Dataset: Reaction yield outcomes from USPTO patents with 853,638 reactions. Task: Predict the reaction yield, written as a fraction of the theoretical maximum amount of product (1.0 means a 100% yield; for example, 0.34 means a 34% yield). The product is [Cl:1][C:2]1[CH:3]=[C:4]([NH:20][S:30]([C:23]2[CH:24]=[C:25]([CH3:29])[C:26]([Cl:28])=[CH:27][C:22]=2[Cl:21])(=[O:32])=[O:31])[CH:5]=[C:6]([F:19])[C:7]=1[O:8][C:9]1[CH:10]=[N:11][C:12]2[C:17]([CH:18]=1)=[CH:16][CH:15]=[CH:14][CH:13]=2. The reactants are [Cl:1][C:2]1[CH:3]=[C:4]([NH2:20])[CH:5]=[C:6]([F:19])[C:7]=1[O:8][C:9]1[CH:10]=[N:11][C:12]2[C:17]([CH:18]=1)=[CH:16][CH:15]=[CH:14][CH:13]=2.[Cl:21][C:22]1[CH:27]=[C:26]([Cl:28])[C:25]([CH3:29])=[CH:24][C:23]=1[S:30](Cl)(=[O:32])=[O:31]. The catalyst is N1C=CC=CC=1. The yield is 0.730.